Task: Regression. Given a peptide amino acid sequence and an MHC pseudo amino acid sequence, predict their binding affinity value. This is MHC class I binding data.. Dataset: Peptide-MHC class I binding affinity with 185,985 pairs from IEDB/IMGT The peptide sequence is FMRSISDDA. The MHC is HLA-A02:01 with pseudo-sequence HLA-A02:01. The binding affinity (normalized) is 0.526.